This data is from Full USPTO retrosynthesis dataset with 1.9M reactions from patents (1976-2016). The task is: Predict the reactants needed to synthesize the given product. Given the product [O:8]1[CH2:9][CH2:10][CH2:11][O:12][CH:7]1[C:3]1[S:4][C:5]([C:18]([OH:20])=[O:19])=[CH:6][C:2]=1[F:1], predict the reactants needed to synthesize it. The reactants are: [F:1][C:2]1[CH:6]=[CH:5][S:4][C:3]=1[CH:7]1[O:12][CH2:11][CH2:10][CH2:9][O:8]1.[Li]C(C)(C)C.[C:18](=[O:20])=[O:19].